This data is from Catalyst prediction with 721,799 reactions and 888 catalyst types from USPTO. The task is: Predict which catalyst facilitates the given reaction. (1) Reactant: [Br:1][C:2]1[S:3][CH:4]=[C:5]([C:7]([OH:9])=O)[N:6]=1.[CH3:10][NH:11][O:12][CH3:13].CN(C(ON1N=NC2C=CC=NC1=2)=[N+](C)C)C.F[P-](F)(F)(F)(F)F.CCN(C(C)C)C(C)C. Product: [Br:1][C:2]1[S:3][CH:4]=[C:5]([C:7]([N:11]([O:12][CH3:13])[CH3:10])=[O:9])[N:6]=1. The catalyst class is: 2. (2) Reactant: C1CN([P+](ON2[N:26]=[N:25][C:20]3C=[CH:22][CH:23]=[CH:24][C:19]2=3)(N2CCCC2)N2CCCC2)CC1.F[P-](F)(F)(F)(F)F.[C:34]([O:38][C:39]([C:41]1[C:42]([C:61](O)=[O:62])=[N:43][C:44]([C:54]2[CH:59]=[CH:58][C:57]([CH3:60])=[CH:56][CH:55]=2)=[C:45]([C:47]2[CH:52]=[CH:51][C:50]([CH3:53])=[CH:49][CH:48]=2)[N:46]=1)=[O:40])([CH3:37])([CH3:36])[CH3:35].[Cl-].N1([NH3+])CCCCC1. Product: [CH3:60][C:57]1[CH:56]=[CH:55][C:54]([C:44]2[N:43]=[C:42]([C:61]([NH:26][N:25]3[CH2:22][CH2:23][CH2:24][CH2:19][CH2:20]3)=[O:62])[C:41]([C:39]([O:38][C:34]([CH3:35])([CH3:37])[CH3:36])=[O:40])=[N:46][C:45]=2[C:47]2[CH:48]=[CH:49][C:50]([CH3:53])=[CH:51][CH:52]=2)=[CH:59][CH:58]=1. The catalyst class is: 2. (3) Reactant: [OH-].[Li+].[CH2:3]([C:7]1[N:8]=[C:9]([N:15]2[CH2:18][CH:17]([NH:19][C:20]([C:22]3[NH:23][C:24]([CH2:28][CH3:29])=[C:25]([Cl:27])[N:26]=3)=[O:21])[CH2:16]2)[S:10][C:11]=1[C:12]([OH:14])=[O:13])[CH2:4][CH2:5]C.O. Product: [Cl:27][C:25]1[N:26]=[C:22]([C:20]([NH:19][CH:17]2[CH2:16][N:15]([C:9]3[S:10][C:11]([C:12]([OH:14])=[O:13])=[C:7]([CH2:3][CH2:4][CH3:5])[N:8]=3)[CH2:18]2)=[O:21])[NH:23][C:24]=1[CH2:28][CH3:29]. The catalyst class is: 92. (4) The catalyst class is: 7. Reactant: [OH:1][CH2:2][CH2:3][C:4]1[CH:11]=[CH:10][C:7]([C:8]#[N:9])=[CH:6][CH:5]=1.[CH3:12][C:13]1[CH:18]=[CH:17][C:16]([S:19](Cl)(=[O:21])=[O:20])=[CH:15][CH:14]=1.C(N(CC)CC)C.O. Product: [CH3:12][C:13]1[CH:18]=[CH:17][C:16]([S:19]([O:1][CH2:2][CH2:3][C:4]2[CH:11]=[CH:10][C:7]([C:8]#[N:9])=[CH:6][CH:5]=2)(=[O:21])=[O:20])=[CH:15][CH:14]=1. (5) Reactant: [F:1][C:2]([F:22])([F:21])[C:3]1[CH:4]=[C:5]([CH:18]=[CH:19][CH:20]=1)[O:6][C:7]1[C:16]2[C:11](=[C:12]([NH2:17])[CH:13]=[CH:14][CH:15]=2)[N:10]=[CH:9][N:8]=1.[Cl:23][C:24]1[C:29]([C:30](O)=[O:31])=[C:28]([F:33])[C:27]([CH2:34][NH:35][C:36](=[O:42])[C:37]([CH3:41])([CH3:40])[CH2:38][OH:39])=[CH:26][CH:25]=1.C(Cl)(=O)C(Cl)=O.CCN(C(C)C)C(C)C. The catalyst class is: 85. Product: [Cl:23][C:24]1[C:29]([C:30]([NH:17][C:12]2[CH:13]=[CH:14][CH:15]=[C:16]3[C:11]=2[N:10]=[CH:9][N:8]=[C:7]3[O:6][C:5]2[CH:18]=[CH:19][CH:20]=[C:3]([C:2]([F:1])([F:21])[F:22])[CH:4]=2)=[O:31])=[C:28]([F:33])[C:27]([CH2:34][NH:35][C:36](=[O:42])[C:37]([CH3:40])([CH3:41])[CH2:38][OH:39])=[CH:26][CH:25]=1. (6) Reactant: [BrH:1].[Cl:2][C:3]1[CH:12]=[C:11]2[C:6]([CH:7]=[CH:8][CH:9]=[C:10]2[C:13]2[N:14]3[CH2:20][CH2:19][N:18]=[C:15]3[S:16][CH:17]=2)=[CH:5][CH:4]=1.C([O-])(O)=O.[Na+].BrBr. Product: [BrH:1].[Br:1][C:17]1[S:16][C:15]2=[N:18][CH2:19][CH2:20][N:14]2[C:13]=1[C:10]1[C:11]2[C:6](=[CH:5][CH:4]=[C:3]([Cl:2])[CH:12]=2)[CH:7]=[CH:8][CH:9]=1. The catalyst class is: 25. (7) Reactant: F[C:2]1[CH:9]=[CH:8][C:7]([Br:10])=[CH:6][C:3]=1[CH:4]=O.C(=O)(O)O.[NH2:15][C:16]([NH2:18])=[NH:17].O. Product: [Br:10][C:7]1[CH:6]=[C:3]2[C:2](=[CH:9][CH:8]=1)[N:17]=[C:16]([NH2:18])[N:15]=[CH:4]2. The catalyst class is: 44.